This data is from Forward reaction prediction with 1.9M reactions from USPTO patents (1976-2016). The task is: Predict the product of the given reaction. (1) Given the reactants [CH2:1]([O:3][C:4]1[CH:11]=[CH:10][CH:9]=[C:6]([CH:7]=O)[C:5]=1[OH:12])[CH3:2].[CH2:13]([O:15][CH:16]([O:19][CH2:20][CH3:21])[CH2:17][NH2:18])[CH3:14].O, predict the reaction product. The product is: [CH2:13]([O:15][CH:16]([O:19][CH2:20][CH3:21])[CH2:17]/[N:18]=[CH:7]/[C:6]1[CH:9]=[CH:10][CH:11]=[C:4]([O:3][CH2:1][CH3:2])[C:5]=1[OH:12])[CH3:14]. (2) Given the reactants [C:1]([CH2:4][C@H:5]1[CH2:10][CH2:9][C@H:8]([O:11][C:12]([N:14]2[CH2:23][CH2:22][C:21]3[C:16](=[CH:17][CH:18]=[C:19]([NH:24][C:25]([NH:27][C:28]4[CH:33]=[CH:32][CH:31]=[CH:30][C:29]=4[F:34])=[O:26])[CH:20]=3)[CH2:15]2)=[O:13])[CH2:7][CH2:6]1)(O)=O.C1C=CC2N(O)N=NC=2C=1.CCN=C=NCCCN(C)C.[OH2:56].[NH3:57], predict the reaction product. The product is: [C:1]([CH2:4][C@H:5]1[CH2:10][CH2:9][C@H:8]([O:11][C:12]([N:14]2[CH2:23][CH2:22][C:21]3[C:16](=[CH:17][CH:18]=[C:19]([NH:24][C:25]([NH:27][C:28]4[CH:33]=[CH:32][CH:31]=[CH:30][C:29]=4[F:34])=[O:26])[CH:20]=3)[CH2:15]2)=[O:13])[CH2:7][CH2:6]1)(=[O:56])[NH2:57]. (3) Given the reactants [OH:1][C:2]1[CH:7]=[CH:6][CH:5]=[CH:4][C:3]=1[C:8]1[N:17]=[C:16]([NH:18][C@H:19]2[CH2:23][CH2:22][N:21](C(OC(C)(C)C)=O)[CH2:20]2)[C:15]2[C:10](=[CH:11][CH:12]=[C:13]([C:31]#[C:32][CH2:33][OH:34])[CH:14]=2)[N:9]=1.Cl, predict the reaction product. The product is: [OH:34][CH2:33][C:32]#[C:31][C:13]1[CH:14]=[C:15]2[C:10](=[CH:11][CH:12]=1)[N:9]=[C:8]([C:3]1[CH:4]=[CH:5][CH:6]=[CH:7][C:2]=1[OH:1])[N:17]=[C:16]2[NH:18][C@H:19]1[CH2:23][CH2:22][NH:21][CH2:20]1. (4) Given the reactants Br[C:2]1[C:10]2[C:5](=[N:6][C:7]([NH2:11])=[N:8][CH:9]=2)[N:4]([CH3:12])[N:3]=1.[CH3:13][S:14]([C:17]1[CH:18]=[C:19](B(O)O)[CH:20]=[N:21][CH:22]=1)(=[O:16])=[O:15].C([O-])([O-])=O.[Na+].[Na+].O, predict the reaction product. The product is: [CH3:13][S:14]([C:17]1[CH:18]=[C:19]([C:2]2[C:10]3[C:5](=[N:6][C:7]([NH2:11])=[N:8][CH:9]=3)[N:4]([CH3:12])[N:3]=2)[CH:20]=[N:21][CH:22]=1)(=[O:16])=[O:15]. (5) The product is: [N:22]1([CH2:2][C:3]2[CH:4]=[C:5]([C:9]3[O:10][C:11]4[C:17]([C:18]([O:20][CH3:21])=[O:19])=[CH:16][CH:15]=[CH:14][C:12]=4[N:13]=3)[CH:6]=[CH:7][CH:8]=2)[CH2:26][CH2:25][CH2:24][CH2:23]1. Given the reactants Br[CH2:2][C:3]1[CH:4]=[C:5]([C:9]2[O:10][C:11]3[C:17]([C:18]([O:20][CH3:21])=[O:19])=[CH:16][CH:15]=[CH:14][C:12]=3[N:13]=2)[CH:6]=[CH:7][CH:8]=1.[NH:22]1[CH2:26][CH2:25][CH2:24][CH2:23]1, predict the reaction product. (6) Given the reactants [CH3:1][O:2][CH2:3][C:4]1([S:7]([NH:10]C(=O)OC(C)(C)C)(=[O:9])=[O:8])[CH2:6][CH2:5]1.Cl, predict the reaction product. The product is: [CH3:1][O:2][CH2:3][C:4]1([S:7]([NH2:10])(=[O:9])=[O:8])[CH2:6][CH2:5]1. (7) Given the reactants Cl.[Cl:2]C1C=C2C(=C(Cl)C=1C)C(=O)[N:7]([C:15]1[CH:20]=[CH:19][C:18]([O:21][CH3:22])=[C:17]([O:23][CH2:24][CH2:25][N:26]3[CH2:31][CH2:30][CH:29]([CH3:32])[CH2:28][CH2:27]3)[CH:16]=1)C2.[Cl:33][C:34]1[CH:35]=[C:36]2[C:41](=[C:42]([CH3:45])[C:43]=1[Cl:44])[C:39](=[O:40])O[CH2:37]2, predict the reaction product. The product is: [ClH:2].[Cl:33][C:34]1[CH:35]=[C:36]2[C:41](=[C:42]([CH3:45])[C:43]=1[Cl:44])[C:39](=[O:40])[N:7]([C:15]1[CH:20]=[CH:19][C:18]([O:21][CH3:22])=[C:17]([O:23][CH2:24][CH2:25][N:26]3[CH2:27][CH2:28][CH:29]([CH3:32])[CH2:30][CH2:31]3)[CH:16]=1)[CH2:37]2. (8) The product is: [CH3:1][CH:2]([CH3:23])[CH2:3][CH:4]([C:14]1[CH:15]=[C:16]([C:20](=[O:22])[CH3:21])[CH:17]=[CH:18][CH:19]=1)[C:5]1[NH:13][C:8]2=[N:9][CH:10]=[CH:11][CH:12]=[C:7]2[CH:6]=1. Given the reactants [CH3:1][CH:2]([CH3:23])[CH:3]=[C:4]([C:14]1[CH:15]=[C:16]([C:20](=[O:22])[CH3:21])[CH:17]=[CH:18][CH:19]=1)[C:5]1[NH:13][C:8]2=[N:9][CH:10]=[CH:11][CH:12]=[C:7]2[CH:6]=1, predict the reaction product.